Dataset: Peptide-MHC class I binding affinity with 185,985 pairs from IEDB/IMGT. Task: Regression. Given a peptide amino acid sequence and an MHC pseudo amino acid sequence, predict their binding affinity value. This is MHC class I binding data. The peptide sequence is SNSKEIPSFR. The MHC is HLA-A33:01 with pseudo-sequence HLA-A33:01. The binding affinity (normalized) is 0.419.